From a dataset of Full USPTO retrosynthesis dataset with 1.9M reactions from patents (1976-2016). Predict the reactants needed to synthesize the given product. (1) Given the product [CH3:21][N:18]1[CH2:19][CH2:20][C:15]([CH2:14][N:11]2[CH2:12][CH2:13][NH:8][CH2:9][CH2:10]2)([C:22]2[CH:27]=[CH:26][CH:25]=[CH:24][CH:23]=2)[CH2:16][CH2:17]1, predict the reactants needed to synthesize it. The reactants are: C([N:8]1[CH2:13][CH2:12][N:11]([CH2:14][C:15]2([C:22]3[CH:27]=[CH:26][CH:25]=[CH:24][CH:23]=3)[CH2:20][CH2:19][N:18]([CH3:21])[CH2:17][CH2:16]2)[CH2:10][CH2:9]1)C1C=CC=CC=1. (2) Given the product [CH3:17][O:3][C:4]1[CH:5]=[C:6]([CH:14]=[O:15])[C:7]2[C:12]([CH:13]=1)=[CH:11][CH:10]=[CH:9][CH:8]=2, predict the reactants needed to synthesize it. The reactants are: [H-].[Na+].[OH:3][C:4]1[CH:5]=[C:6]([CH:14]=[O:15])[C:7]2[C:12]([CH:13]=1)=[CH:11][CH:10]=[CH:9][CH:8]=2.I[CH3:17].[Cl-].[NH4+]. (3) Given the product [CH3:13][C:14]1[CH:29]=[CH:28][C:17]2[N:18]=[C:19]([C:21]3[CH:22]=[CH:23][C:24]([NH:27][C:7]4[C:8]5[C:3](=[C:2]([Br:1])[CH:11]=[CH:10][CH:9]=5)[CH:4]=[CH:5][N:6]=4)=[CH:25][CH:26]=3)[S:20][C:16]=2[CH:15]=1, predict the reactants needed to synthesize it. The reactants are: [Br:1][C:2]1[CH:11]=[CH:10][CH:9]=[C:8]2[C:3]=1[CH:4]=[CH:5][N:6]=[C:7]2Cl.[CH3:13][C:14]1[CH:29]=[CH:28][C:17]2[N:18]=[C:19]([C:21]3[CH:26]=[CH:25][C:24]([NH2:27])=[CH:23][CH:22]=3)[S:20][C:16]=2[CH:15]=1. (4) Given the product [Cl:67][C:68]1[CH:78]=[CH:77][C:71]([O:72][CH2:73][C:74]([NH:10][CH3:9])=[O:76])=[C:70]([CH2:79][CH:80]2[C:86](=[O:87])[N:85]([S:88]([C:91]3[CH:92]=[CH:93][C:94]([Cl:97])=[CH:95][CH:96]=3)(=[O:90])=[O:89])[CH2:84][C:83](=[O:98])[NH:82][CH2:81]2)[CH:69]=1, predict the reactants needed to synthesize it. The reactants are: C(C1CN(CC(NC2C=CC=CC=2)=O)C(=O)C[N:10](S(C2C=CC(Cl)=CC=2)(=O)=O)[C:9]1=O)C1C=CC=CC=1.C(C1CN(CC(O)=O)C(=O)CN(S(C2C=CC(Cl)=CC=2)(=O)=O)C1=O)C1C=CC=CC=1.[Cl:67][C:68]1[CH:78]=[CH:77][C:71]([O:72][CH2:73][C:74]([OH:76])=O)=[C:70]([CH2:79][CH:80]2[C:86](=[O:87])[N:85]([S:88]([C:91]3[CH:96]=[CH:95][C:94]([Cl:97])=[CH:93][CH:92]=3)(=[O:90])=[O:89])[CH2:84][C:83](=[O:98])[NH:82][CH2:81]2)[CH:69]=1.NC1C=CC=CC=1.Cl.CN. (5) Given the product [CH3:16][O:15][C:12]1[CH:13]=[CH:14][C:9]([C:7]2([C:6]3[CH:5]=[CH:4][C:3]([O:2][CH3:1])=[CH:18][CH:17]=3)[O:36][C:35]3[CH:34]=[C:33]([S:37]([C:40]4[CH:45]=[CH:44][C:43]([CH3:46])=[CH:42][CH:41]=4)(=[O:39])=[O:38])[CH:32]=[C:27]([C:28]([O:30][CH3:31])=[O:29])[C:26]=3[O:8]2)=[CH:10][CH:11]=1, predict the reactants needed to synthesize it. The reactants are: [CH3:1][O:2][C:3]1[CH:18]=[CH:17][C:6]([C:7]([C:9]2[CH:14]=[CH:13][C:12]([O:15][CH3:16])=[CH:11][CH:10]=2)=[O:8])=[CH:5][CH:4]=1.C(Cl)(=O)C(Cl)=O.O[C:26]1[C:35]([OH:36])=[CH:34][C:33]([S:37]([C:40]2[CH:45]=[CH:44][C:43]([CH3:46])=[CH:42][CH:41]=2)(=[O:39])=[O:38])=[CH:32][C:27]=1[C:28]([O:30][CH3:31])=[O:29].